Dataset: Full USPTO retrosynthesis dataset with 1.9M reactions from patents (1976-2016). Task: Predict the reactants needed to synthesize the given product. (1) Given the product [C:1]([N:22]1[CH2:21][CH2:20][N:19]([C:12]([O:14][C:15]([CH3:18])([CH3:17])[CH3:16])=[O:13])[CH2:24][CH2:23]1)(=[O:11])[CH:2]=[CH:3][C:4]1[CH:5]=[CH:6][CH:7]=[CH:8][CH:9]=1, predict the reactants needed to synthesize it. The reactants are: [C:1]([OH:11])(=O)[CH:2]=[CH:3][C:4]1[CH:9]=[CH:8][CH:7]=[CH:6][CH:5]=1.[C:12]([N:19]1[CH2:24][CH2:23][NH:22][CH2:21][CH2:20]1)([O:14][C:15]([CH3:18])([CH3:17])[CH3:16])=[O:13]. (2) Given the product [F:5][C:6]1[CH:7]=[C:8]([C:13]2[N:14]=[C:15]3[CH2:30][CH2:29][CH2:28][NH:27][C:16]3=[N:17][C:18]=2[C:19]2[CH:24]=[CH:23][C:22]([CH3:25])=[C:21]([F:26])[CH:20]=2)[CH:9]=[CH:10][C:11]=1[CH3:12], predict the reactants needed to synthesize it. The reactants are: C([O-])=O.[NH4+].[F:5][C:6]1[CH:7]=[C:8]([C:13]2[N:14]=[C:15]3[CH:30]=[CH:29][CH:28]=[N:27][C:16]3=[N:17][C:18]=2[C:19]2[CH:24]=[CH:23][C:22]([CH3:25])=[C:21]([F:26])[CH:20]=2)[CH:9]=[CH:10][C:11]=1[CH3:12]. (3) Given the product [C:4]([O:3][C:1]([N:8]1[CH2:14][CH2:13][CH2:12][CH:9]1[CH2:10][O:11][CH3:17])=[O:2])([CH3:7])([CH3:6])[CH3:5], predict the reactants needed to synthesize it. The reactants are: [C:1]([N:8]1[CH2:14][CH2:13][CH2:12][C@H:9]1[CH2:10][OH:11])([O:3][C:4]([CH3:7])([CH3:6])[CH3:5])=[O:2].[H-].[Na+].[CH3:17]I.CO. (4) The reactants are: [NH2:1][C:2]1[N:22]=[C:5]2[C:6]([C:10]3[CH:15]=[CH:14][C:13]([N:16]([CH3:21])[S:17]([CH3:20])(=[O:19])=[O:18])=[CH:12][CH:11]=3)=[CH:7][CH:8]=[CH:9][N:4]2[N:3]=1.Br[C:24]1[CH:29]=[CH:28][C:27]([N:30]2[CH2:35][CH2:34][N:33]([CH3:36])[CH2:32][CH2:31]2)=[CH:26][CH:25]=1.C1(P(C2CCCCC2)C2C=CC=CC=2C2C=CC=CC=2P(C2CCCCC2)C2CCCCC2)CCCCC1. Given the product [CH3:21][N:16]([C:13]1[CH:12]=[CH:11][C:10]([C:6]2[C:5]3[N:4]([N:3]=[C:2]([NH:1][C:24]4[CH:25]=[CH:26][C:27]([N:30]5[CH2:35][CH2:34][N:33]([CH3:36])[CH2:32][CH2:31]5)=[CH:28][CH:29]=4)[N:22]=3)[CH:9]=[CH:8][CH:7]=2)=[CH:15][CH:14]=1)[S:17]([CH3:20])(=[O:19])=[O:18], predict the reactants needed to synthesize it. (5) Given the product [F:12][C:2]1[CH:7]=[CH:6][C:5]([N+:8]([O-:10])=[O:9])=[CH:4][C:3]=1[CH3:11], predict the reactants needed to synthesize it. The reactants are: Br[C:2]1[CH:7]=[CH:6][C:5]([N+:8]([O-:10])=[O:9])=[CH:4][C:3]=1[CH3:11].[F:12]C1C2C(=CC=CC=2)N=CC=1. (6) Given the product [CH:11]1([C:8]2[CH:9]=[CH:10][C:5]([C:3]([OH:4])=[O:2])=[N:6][C:7]=2[NH:14][C:15]2[CH:20]=[CH:19][C:18]([Cl:21])=[CH:17][C:16]=2[Cl:22])[CH2:12][CH2:13]1, predict the reactants needed to synthesize it. The reactants are: C[O:2][C:3]([C:5]1[CH:10]=[CH:9][C:8]([CH:11]2[CH2:13][CH2:12]2)=[C:7]([NH:14][C:15]2[CH:20]=[CH:19][C:18]([Cl:21])=[CH:17][C:16]=2[Cl:22])[N:6]=1)=[O:4].O.[OH-].[Li+].